Dataset: Full USPTO retrosynthesis dataset with 1.9M reactions from patents (1976-2016). Task: Predict the reactants needed to synthesize the given product. (1) Given the product [Cl:34][C:35]1[S:39][C:38]([C:40]([NH:2][CH2:3][C@@H:4]2[O:8][C:7](=[O:9])[N:6]([C:10]3[CH:15]=[CH:14][C:13]([N:16]4[CH2:21][CH2:20][O:19][CH2:18][C:17]4=[O:22])=[CH:12][CH:11]=3)[CH2:5]2)=[O:41])=[CH:37][CH:36]=1, predict the reactants needed to synthesize it. The reactants are: Cl.[NH2:2][CH2:3][C@@H:4]1[O:8][C:7](=[O:9])[N:6]([C:10]2[CH:15]=[CH:14][C:13]([N:16]3[CH2:21][CH2:20][O:19][CH2:18][C:17]3=[O:22])=[CH:12][CH:11]=2)[CH2:5]1.C(=O)([O-])[O-].[Ca+2].C(OO)(C)(C)C.[Cl:34][C:35]1[S:39][C:38]([CH:40]=[O:41])=[CH:37][CH:36]=1. (2) Given the product [CH3:1][C@@H:2]1[CH2:5][CH:6]=[C:7]2[C@:8]([CH3:15])([CH2:9][CH2:10][CH2:11][C:12]2([CH3:14])[CH3:13])[C:3]1=[O:4], predict the reactants needed to synthesize it. The reactants are: [CH3:1][C@H:2]([CH2:5][CH2:6][C:7]1[C:12]([CH3:14])([CH3:13])[CH2:11][CH2:10][CH2:9][C:8]=1[CH3:15])[CH:3]=[O:4].C([Al](Cl)Cl)C.CCCCCC.C1(O)C2C(=CC=CC=2)C=CC=1. (3) Given the product [Br:1][C:2]1[CH:3]=[N:4][C:5]2[N:6]([N:8]=[C:9]([C:11]([N:26]3[CH2:25][CH2:24][N:23]4[C:19]([C:15]5[O:14][CH:18]=[CH:17][CH:16]=5)=[CH:20][CH:21]=[C:22]4[CH:27]3[CH3:28])=[O:13])[CH:10]=2)[CH:7]=1, predict the reactants needed to synthesize it. The reactants are: [Br:1][C:2]1[CH:3]=[N:4][C:5]2[N:6]([N:8]=[C:9]([C:11]([OH:13])=O)[CH:10]=2)[CH:7]=1.[O:14]1[CH:18]=[CH:17][CH:16]=[C:15]1[C:19]1[N:23]2[CH2:24][CH2:25][NH:26][CH:27]([CH3:28])[C:22]2=[CH:21][CH:20]=1. (4) Given the product [C:13]1([S:19]([N:7]2[C:8]3[C:4](=[CH:3][C:2]([Cl:1])=[CH:10][CH:9]=3)[CH:5]=[CH:6]2)(=[O:21])=[O:20])[CH:18]=[CH:17][CH:16]=[CH:15][CH:14]=1, predict the reactants needed to synthesize it. The reactants are: [Cl:1][C:2]1[CH:3]=[C:4]2[C:8](=[CH:9][CH:10]=1)[NH:7][CH:6]=[CH:5]2.[H-].[Na+].[C:13]1([S:19](Cl)(=[O:21])=[O:20])[CH:18]=[CH:17][CH:16]=[CH:15][CH:14]=1.C([O-])(O)=O.[Na+]. (5) Given the product [C:27]([C:24]1[N:23]=[C:22]([NH:31][CH2:32][CH2:33][CH2:34][O:35][CH3:36])[C:21]([C:19]([N:14]([CH2:15][CH:16]([CH3:17])[CH3:18])[C@H:12]2[CH2:11][C@@H:10]([C:37]([N:75]3[CH2:76][CH2:77][N:72]([CH3:71])[CH2:73][CH2:74]3)=[O:38])[CH2:9][N:8]([C:78]([O:79][C:46]([CH3:47])([CH3:52])[CH3:45])=[O:81])[CH2:13]2)=[O:20])=[CH:26][N:25]=1)([CH3:30])([CH3:29])[CH3:28], predict the reactants needed to synthesize it. The reactants are: C(OC([N:8]1[CH2:13][C@@H:12]([N:14]([C:19]([C:21]2[C:22]([NH:31][CH2:32][CH2:33][CH2:34][O:35][CH3:36])=[N:23][C:24]([C:27]([CH3:30])([CH3:29])[CH3:28])=[N:25][CH:26]=2)=[O:20])[CH2:15][CH:16]([CH3:18])[CH3:17])[CH2:11][C@@H:10]([C:37](O)=[O:38])[CH2:9]1)=O)(C)(C)C.CCN=C=N[CH2:45][CH2:46][CH2:47]N(C)C.Cl.[CH:52]1C=CC2N(O)N=NC=2C=1.C(N(C(C)C)CC)(C)C.[CH3:71][N:72]1[CH2:77][CH2:76][NH:75][CH2:74][CH2:73]1.[C:78](=[O:81])([O-])[OH:79].[Na+].